This data is from Catalyst prediction with 721,799 reactions and 888 catalyst types from USPTO. The task is: Predict which catalyst facilitates the given reaction. (1) Reactant: [C:1]([N:4]1[C:13]2[C:8](=[CH:9][C:10]([C:14]#[N:15])=[CH:11][CH:12]=2)[C@H:7]([NH:16][C:17]2[CH:22]=[CH:21][CH:20]=[C:19]([CH2:23][O:24][Si](C(C)(C)C)(C)C)[CH:18]=2)[C@@H:6]([CH3:32])[C@@H:5]1[CH:33]1[CH2:35][CH2:34]1)(=[O:3])[CH3:2].CCCC[N+](CCCC)(CCCC)CCCC.[F-]. Product: [C:1]([N:4]1[C:13]2[C:8](=[CH:9][C:10]([C:14]#[N:15])=[CH:11][CH:12]=2)[C@H:7]([NH:16][C:17]2[CH:22]=[CH:21][CH:20]=[C:19]([CH2:23][OH:24])[CH:18]=2)[C@@H:6]([CH3:32])[C@@H:5]1[CH:33]1[CH2:35][CH2:34]1)(=[O:3])[CH3:2]. The catalyst class is: 7. (2) Reactant: [F:1][C:2]1[CH:7]=[CH:6][C:5]([N:8]2[CH2:13][CH2:12][N:11]([C@H:14]3[CH2:18][CH2:17][C@H:16]([C:19]([O:21]CC4C=CC=CC=4)=[O:20])[CH2:15]3)[CH2:10][CH2:9]2)=[CH:4][CH:3]=1. Product: [F:1][C:2]1[CH:3]=[CH:4][C:5]([N:8]2[CH2:13][CH2:12][N:11]([C@H:14]3[CH2:18][CH2:17][C@H:16]([C:19]([OH:21])=[O:20])[CH2:15]3)[CH2:10][CH2:9]2)=[CH:6][CH:7]=1. The catalyst class is: 19. (3) Reactant: [Cl:1][C:2]1[CH:3]=[C:4]([CH:10]([C:23]([F:26])([F:25])[F:24])/[CH:11]=[CH:12]/[C:13]2[CH:14]=[C:15]3[C:19](=[CH:20][CH:21]=2)[C:18](=O)[CH2:17][CH2:16]3)[CH:5]=[C:6]([Cl:9])[C:7]=1[F:8].[F:27][C:28]([F:33])([F:32])[CH2:29][CH2:30][NH2:31].[BH3-]C#N.[Na+]. Product: [Cl:1][C:2]1[CH:3]=[C:4]([CH:10]([C:23]([F:26])([F:25])[F:24])/[CH:11]=[CH:12]/[C:13]2[CH:14]=[C:15]3[C:19](=[CH:20][CH:21]=2)[CH:18]([NH:31][CH2:30][CH2:29][C:28]([F:33])([F:32])[F:27])[CH2:17][CH2:16]3)[CH:5]=[C:6]([Cl:9])[C:7]=1[F:8]. The catalyst class is: 26. (4) Reactant: [NH:1]1[C:5]([C:6]2[CH:7]=[CH:8][C:9]3[C:10]4[S:30][CH:29]=[CH:28][C:11]=4[C:12]([NH:16][C:17]4[CH:18]=[C:19]([CH:25]=[CH:26][CH:27]=4)[C:20]([O:22]CC)=[O:21])=[N:13][C:14]=3[CH:15]=2)=[N:4][N:3]=[N:2]1.C1COCC1.[OH-].[Li+].Cl. Product: [NH:1]1[C:5]([C:6]2[CH:7]=[CH:8][C:9]3[C:10]4[S:30][CH:29]=[CH:28][C:11]=4[C:12]([NH:16][C:17]4[CH:18]=[C:19]([CH:25]=[CH:26][CH:27]=4)[C:20]([OH:22])=[O:21])=[N:13][C:14]=3[CH:15]=2)=[N:4][N:3]=[N:2]1. The catalyst class is: 72. (5) Reactant: C([O:3][C:4]([C:6]1[C:7]([C:17]([F:20])([F:19])[F:18])=[N:8][N:9]([C:11]2[CH:16]=[CH:15][CH:14]=[CH:13][N:12]=2)[CH:10]=1)=[O:5])C.[OH-].[Na+].Cl. Product: [N:12]1[CH:13]=[CH:14][CH:15]=[CH:16][C:11]=1[N:9]1[CH:10]=[C:6]([C:4]([OH:5])=[O:3])[C:7]([C:17]([F:20])([F:18])[F:19])=[N:8]1. The catalyst class is: 5. (6) Reactant: [C:1]1([CH:7]2[CH2:11][NH:10][N:9]=[C:8]2[C:12]2[CH:22]=[CH:21][C:15]3[O:16][CH2:17][C:18](=[O:20])[NH:19][C:14]=3[CH:13]=2)[CH:6]=[CH:5][CH:4]=[CH:3][CH:2]=1.FC(F)(F)S(Cl)(=O)=O.N1C=CC=CC=1. Product: [C:1]1([C:7]2[C:8]([C:12]3[CH:22]=[CH:21][C:15]4[O:16][CH2:17][C:18](=[O:20])[NH:19][C:14]=4[CH:13]=3)=[N:9][NH:10][CH:11]=2)[CH:2]=[CH:3][CH:4]=[CH:5][CH:6]=1. The catalyst class is: 230. (7) Reactant: [F:1][C:2]1[C:7]([F:8])=[CH:6][CH:5]=[C:4]([O:9][CH3:10])[C:3]=1[CH2:11][C:12](O)=[O:13].[H-].[H-].[H-].[H-].[Li+].[Al+3]. Product: [F:1][C:2]1[C:7]([F:8])=[CH:6][CH:5]=[C:4]([O:9][CH3:10])[C:3]=1[CH2:11][CH2:12][OH:13]. The catalyst class is: 1.